Dataset: Reaction yield outcomes from USPTO patents with 853,638 reactions. Task: Predict the reaction yield, written as a fraction of the theoretical maximum amount of product (1.0 means a 100% yield; for example, 0.34 means a 34% yield). (1) The yield is 0.210. The catalyst is CCO. The product is [OH:1][C:2]1[CH:3]=[CH:4][C:5]2[C:9]([N:10]([CH3:24])[C:11]3[CH:16]=[CH:15][C:14](/[CH:17]=[CH:18]/[C:19]([OH:21])=[O:20])=[CH:13][CH:12]=3)=[C:8]([C:25]3[CH:26]=[CH:27][C:28]([OH:31])=[CH:29][CH:30]=3)[S:7][C:6]=2[CH:32]=1. The reactants are [OH:1][C:2]1[CH:3]=[CH:4][C:5]2[C:9]([N:10]([CH3:24])[C:11]3[CH:16]=[CH:15][C:14](/[CH:17]=[CH:18]/[C:19]([O:21]CC)=[O:20])=[CH:13][CH:12]=3)=[C:8]([C:25]3[CH:30]=[CH:29][C:28]([OH:31])=[CH:27][CH:26]=3)[S:7][C:6]=2[CH:32]=1.[Li+].[OH-]. (2) The reactants are C(Cl)(Cl)Cl.[CH3:5][C:6]1[CH:7]=[C:8]([CH:13]2[C:17]([OH:18])=[C:16]([C:19]([CH3:21])=[O:20])[CH2:15][S:14]2)[CH:9]=[CH:10][C:11]=1[CH3:12].S(Cl)(Cl)(=O)=O.O. The catalyst is C(O)(C)C. The product is [CH3:5][C:6]1[CH:7]=[C:8]([C:13]2[S:14][CH:15]=[C:16]([C:19]([CH3:21])=[O:20])[C:17]=2[OH:18])[CH:9]=[CH:10][C:11]=1[CH3:12]. The yield is 0.200. (3) The reactants are [Cl:1][C:2]1[CH:3]=[C:4]2[C:8](=[CH:9][CH:10]=1)[NH:7][CH:6]=[C:5]2[CH:11]=O.Cl.[NH2:14]O.C([O-])(=O)C.[Na+]. The catalyst is C(O)C.[Zn]. The product is [Cl:1][C:2]1[CH:3]=[C:4]2[C:8](=[CH:9][CH:10]=1)[NH:7][CH:6]=[C:5]2[CH2:11][NH2:14]. The yield is 0.880. (4) The product is [NH2:1][C:2]1[C:3]([F:31])=[C:4]([C:9]([C:11]2[C:19]3[C:14](=[N:15][CH:16]=[C:17]([C:24]4[CH:23]=[CH:22][C:27]([Cl:28])=[CH:26][CH:25]=4)[CH:18]=3)[N:13]([C:21](=[O:30])[C:22]3[C:27]([Cl:28])=[CH:26][CH:25]=[CH:24][C:23]=3[Cl:29])[CH:12]=2)=[O:10])[C:5]([F:8])=[CH:6][CH:7]=1. The reactants are [NH2:1][C:2]1[C:3]([F:31])=[C:4]([C:9]([C:11]2[C:19]3[C:14](=[N:15][CH:16]=[C:17](Br)[CH:18]=3)[N:13]([C:21](=[O:30])[C:22]3[C:27]([Cl:28])=[CH:26][CH:25]=[CH:24][C:23]=3[Cl:29])[CH:12]=2)=[O:10])[C:5]([F:8])=[CH:6][CH:7]=1.B(O)O.C(=O)(O)[O-].[Na+]. The yield is 0.740. The catalyst is CC1CCCO1.Cl[Pd](Cl)([P](C1C=CC=CC=1)(C1C=CC=CC=1)C1C=CC=CC=1)[P](C1C=CC=CC=1)(C1C=CC=CC=1)C1C=CC=CC=1. (5) The reactants are Br[C:2]1[CH:3]=[C:4]([C:9]([C:13]2[CH:14]=[N:15][CH:16]=[CH:17][CH:18]=2)=[C:10]([CH3:12])[CH3:11])[CH:5]=[C:6]([Cl:8])[CH:7]=1.[CH:19]([C:21]1[CH:26]=[CH:25][C:24]([N:27]2[CH2:32][CH2:31][N:30]([C:33](=[O:35])[CH3:34])[CH2:29][CH2:28]2)=[CH:23][CH:22]=1)=[CH2:20].C(#N)C.C1C=CC(P(C2C=CC=CC=2)C2C=CC=CC=2)=CC=1. The catalyst is CC([O-])=O.CC([O-])=O.[Pd+2]. The product is [Cl:8][C:6]1[CH:7]=[C:2]([CH:3]=[C:4]([C:9]([C:13]2[CH:14]=[N:15][CH:16]=[CH:17][CH:18]=2)=[C:10]([CH3:12])[CH3:11])[CH:5]=1)/[CH:20]=[CH:19]/[C:21]1[CH:22]=[CH:23][C:24]([N:27]2[CH2:28][CH2:29][N:30]([C:33](=[O:35])[CH3:34])[CH2:31][CH2:32]2)=[CH:25][CH:26]=1. The yield is 0.210. (6) The reactants are C([N:8]1[CH2:13][CH2:12][CH:11]([N:14]2[CH2:23][C:22]3[C:17](=[C:18]([O:24][CH3:25])[CH:19]=[CH:20][CH:21]=3)[NH:16][C:15]2=[O:26])[CH2:10][CH2:9]1)C1C=CC=CC=1. The catalyst is CO.[Pd]. The product is [CH3:25][O:24][C:18]1[CH:19]=[CH:20][CH:21]=[C:22]2[C:17]=1[NH:16][C:15](=[O:26])[N:14]([CH:11]1[CH2:12][CH2:13][NH:8][CH2:9][CH2:10]1)[CH2:23]2. The yield is 0.930. (7) The reactants are [Br:1][C:2]1[C:14]2[O:15][C:16]3[C:21]([C:11]4[C:12]=2[C:13]2[C:8](=[CH:9][C:10]=4Br)[C:7](=[O:23])[N:6]([C:24]4[C:29]([CH:30]([CH3:32])[CH3:31])=[CH:28][CH:27]=[CH:26][C:25]=4[CH:33]([CH3:35])[CH3:34])[C:5](=[O:36])[C:4]=2[CH:3]=1)=[CH:20][CH:19]=[CH:18][CH:17]=3.[C:37]1([OH:43])[CH:42]=[CH:41][CH:40]=[CH:39][CH:38]=1.C([O-])([O-])=O.[K+].[K+].Cl. The catalyst is CN1C(=O)CCC1.O.C(O)(=O)C. The product is [CH:30]([C:29]1[CH:28]=[CH:27][CH:26]=[C:25]([CH:33]([CH3:35])[CH3:34])[C:24]=1[N:6]1[C:5](=[O:36])[C:4]2[CH:3]=[C:2]([Br:1])[C:14]3[O:15][C:16]4[C:21]([C:11]5[C:12]=3[C:13]=2[C:8](=[CH:9][C:10]=5[O:43][C:37]2[CH:42]=[CH:41][CH:40]=[CH:39][CH:38]=2)[C:7]1=[O:23])=[CH:20][CH:19]=[CH:18][CH:17]=4)([CH3:32])[CH3:31]. The yield is 0.760. (8) The reactants are [C:1]([C:5]1[CH:11]=[CH:10][C:8]([NH2:9])=[CH:7][CH:6]=1)([CH3:4])([CH3:3])[CH3:2].[F:12][B-:13]([F:16])([F:15])[F:14].[N:17]#[O+].[K+].[Br-]. The catalyst is C(#N)C.C(Cl)Cl. The product is [F:12][B-:13]([F:16])([F:15])[F:14].[C:1]([C:5]1[CH:6]=[CH:7][C:8]([N+:9]#[N:17])=[CH:10][CH:11]=1)([CH3:4])([CH3:2])[CH3:3]. The yield is 0.780.